From a dataset of Catalyst prediction with 721,799 reactions and 888 catalyst types from USPTO. Predict which catalyst facilitates the given reaction. Reactant: [CH2:1]([C:3]1[CH:8]=[CH:7][C:6]([N:9]2[C:13]([C:14](OCC)=[O:15])=[CH:12][N:11]=[CH:10]2)=[CH:5][CH:4]=1)[CH3:2].[H-].[Al+3].[Li+].[H-].[H-].[H-].C(C(C(C([O-])=O)O)O)([O-])=O.[K+].[K+]. Product: [CH2:1]([C:3]1[CH:4]=[CH:5][C:6]([N:9]2[C:13]([CH2:14][OH:15])=[CH:12][N:11]=[CH:10]2)=[CH:7][CH:8]=1)[CH3:2]. The catalyst class is: 7.